This data is from Forward reaction prediction with 1.9M reactions from USPTO patents (1976-2016). The task is: Predict the product of the given reaction. (1) Given the reactants C(=O)([O-])[O-].[Cs+].[Cs+].[Cl:7][C:8]1[CH:13]=[CH:12][C:11]([CH2:14][NH:15][C@@H:16]([C:18]2[CH:23]=[CH:22][CH:21]=[C:20]([Cl:24])[CH:19]=2)[CH3:17])=[CH:10][C:9]=1[OH:25].Cl[CH2:27][CH:28]1[CH2:33][CH2:32][CH2:31][N:30]([CH3:34])[CH2:29]1.C(O)(C(F)(F)F)=O, predict the reaction product. The product is: [Cl:7][C:8]1[CH:13]=[CH:12][C:11]([CH2:14][NH:15][C@@H:16]([C:18]2[CH:23]=[CH:22][CH:21]=[C:20]([Cl:24])[CH:19]=2)[CH3:17])=[CH:10][C:9]=1[O:25][CH2:27][CH:28]1[CH2:33][CH2:32][CH2:31][N:30]([CH3:34])[CH2:29]1. (2) Given the reactants C[O-].[Na+].C(=O)(O)O.[NH2:8][C:9]([NH2:11])=[NH:10].C([O:14][C:15](=O)[C:16]([O:20][C:21]1[CH:26]=[C:25]([CH3:27])[C:24]([O:28][CH3:29])=[CH:23][C:22]=1[CH:30]([CH3:32])[CH3:31])=[CH:17]OC)C, predict the reaction product. The product is: [NH2:10][C:9]1[NH:11][C:15](=[O:14])[C:16]([O:20][C:21]2[CH:26]=[C:25]([CH3:27])[C:24]([O:28][CH3:29])=[CH:23][C:22]=2[CH:30]([CH3:32])[CH3:31])=[CH:17][N:8]=1.